This data is from Full USPTO retrosynthesis dataset with 1.9M reactions from patents (1976-2016). The task is: Predict the reactants needed to synthesize the given product. Given the product [CH3:1][O:2][C:3]1[CH:4]=[C:5]2[C:10](=[CH:11][CH:12]=1)[N:9]=[C:8]([C:13]1[CH:21]=[CH:20][C:16]([C:17]3[S:19][NH:32][C:22](=[O:26])[N:18]=3)=[CH:15][CH:14]=1)[CH:7]=[CH:6]2, predict the reactants needed to synthesize it. The reactants are: [CH3:1][O:2][C:3]1[CH:4]=[C:5]2[C:10](=[CH:11][CH:12]=1)[N:9]=[C:8]([C:13]1[CH:21]=[CH:20][C:16]([C:17](=[S:19])[NH2:18])=[CH:15][CH:14]=1)[CH:7]=[CH:6]2.[C:22](Cl)(=[O:26])C(Cl)=O.[Si]([N:32]=[N+]=[N-])(C)(C)C.O.